Dataset: TCR-epitope binding with 47,182 pairs between 192 epitopes and 23,139 TCRs. Task: Binary Classification. Given a T-cell receptor sequence (or CDR3 region) and an epitope sequence, predict whether binding occurs between them. The epitope is HTTDPSFLGRY. The TCR CDR3 sequence is CASSLEAGFKNIQYF. Result: 1 (the TCR binds to the epitope).